This data is from KCNQ2 potassium channel screen with 302,405 compounds. The task is: Binary Classification. Given a drug SMILES string, predict its activity (active/inactive) in a high-throughput screening assay against a specified biological target. (1) The result is 0 (inactive). The drug is S1(=O)(=O)CC(N(C)C(=O)COC(=O)c2c(NC(=O)c3occc3)cccc2)CC1. (2) The compound is Clc1cc2C(=O)CC3(Oc2cc1)CCN(CC3)C(=O)C. The result is 0 (inactive).